This data is from Full USPTO retrosynthesis dataset with 1.9M reactions from patents (1976-2016). The task is: Predict the reactants needed to synthesize the given product. Given the product [CH3:1][CH:2]([CH3:22])[CH2:3][CH2:4][NH:5][C:6]([C:8]1[C:9]([C:14]2[CH:19]=[CH:18][CH:17]=[CH:16][C:15]=2[CH2:20][NH:21][S:30]([C:26]2[CH:27]=[CH:28][CH:29]=[C:24]([F:23])[CH:25]=2)(=[O:32])=[O:31])=[CH:10][CH:11]=[CH:12][CH:13]=1)=[O:7], predict the reactants needed to synthesize it. The reactants are: [CH3:1][CH:2]([CH3:22])[CH2:3][CH2:4][NH:5][C:6]([C:8]1[C:9]([C:14]2[CH:19]=[CH:18][CH:17]=[CH:16][C:15]=2[CH2:20][NH2:21])=[CH:10][CH:11]=[CH:12][CH:13]=1)=[O:7].[F:23][C:24]1[CH:25]=[C:26]([S:30](Cl)(=[O:32])=[O:31])[CH:27]=[CH:28][CH:29]=1.CC(C)CCNC(C1C(C2C=CC=CC=2C(S(C2C=CC=C(F)C=2)(=O)=O)N)=CC=CC=1)=O.